The task is: Predict the product of the given reaction.. This data is from Forward reaction prediction with 1.9M reactions from USPTO patents (1976-2016). (1) Given the reactants [CH3:1][C:2]([N:11]1[CH:15]=[C:14]([N+:16]([O-])=O)[N:13]=[CH:12]1)([CH3:10])[CH2:3][NH:4][CH2:5][C:6]([CH3:9])([CH3:8])[CH3:7].[F:19][C:20]1[CH:21]=[C:22]([CH2:27][C:28]([NH:30][C@@H:31]([C:35]2[CH:40]=[CH:39][C:38]([F:41])=[CH:37][CH:36]=2)[C:32](O)=[O:33])=[O:29])[CH:23]=[C:24]([F:26])[CH:25]=1, predict the reaction product. The product is: [F:19][C:20]1[CH:21]=[C:22]([CH2:27][C:28]([NH:30][CH:31]([C:35]2[CH:36]=[CH:37][C:38]([F:41])=[CH:39][CH:40]=2)[C:32]([NH:16][C:14]2[N:13]=[CH:12][N:11]([C:2]([CH3:10])([CH3:1])[CH2:3][NH:4][CH2:5][C:6]([CH3:9])([CH3:8])[CH3:7])[CH:15]=2)=[O:33])=[O:29])[CH:23]=[C:24]([F:26])[CH:25]=1. (2) Given the reactants [H-].[Al+3].[Li+].[H-].[H-].[H-].C([O:9][C:10]([C:12]1[N:16]2[N:17]=[C:18]([NH:21][CH2:22][C:23]3[CH:28]=[CH:27][C:26]([Cl:29])=[C:25]([Cl:30])[CH:24]=3)[CH:19]=[CH:20][C:15]2=[N:14][CH:13]=1)=O)C.O, predict the reaction product. The product is: [Cl:30][C:25]1[CH:24]=[C:23]([CH:28]=[CH:27][C:26]=1[Cl:29])[CH2:22][NH:21][C:18]1[CH:19]=[CH:20][C:15]2[N:16]([C:12]([CH2:10][OH:9])=[CH:13][N:14]=2)[N:17]=1. (3) Given the reactants [F:1][C:2]1[N:7]=[C:6](I)[C:5]([O:9][CH3:10])=[CH:4][CH:3]=1.[N:11]1[CH:16]=[CH:15][CH:14]=[C:13](B(O)O)[CH:12]=1.C(=O)([O-])[O-].[K+].[K+], predict the reaction product. The product is: [F:1][C:2]1[N:7]=[C:6]([C:13]2[CH:12]=[N:11][CH:16]=[CH:15][CH:14]=2)[C:5]([O:9][CH3:10])=[CH:4][CH:3]=1. (4) Given the reactants [C:1]1([C:7]([CH2:9][C:10]2[CH:15]=[CH:14][CH:13]=[CH:12][CH:11]=2)=O)[CH:6]=[CH:5][CH:4]=[CH:3][CH:2]=1.[NH:16]([C:18]1[CH:26]=[CH:25][C:21]([C:22]([OH:24])=[O:23])=[CH:20][CH:19]=1)N.C(O)(=O)C.Cl, predict the reaction product. The product is: [C:1]1([C:7]2[NH:16][C:18]3[C:26]([C:9]=2[C:10]2[CH:11]=[CH:12][CH:13]=[CH:14][CH:15]=2)=[CH:25][C:21]([C:22]([OH:24])=[O:23])=[CH:20][CH:19]=3)[CH:6]=[CH:5][CH:4]=[CH:3][CH:2]=1.